From a dataset of Reaction yield outcomes from USPTO patents with 853,638 reactions. Predict the reaction yield, written as a fraction of the theoretical maximum amount of product (1.0 means a 100% yield; for example, 0.34 means a 34% yield). (1) The yield is 0.360. The reactants are [F:1][C:2]1[CH:7]=[CH:6][C:5]([S:8]([N:11]2[C:20]3[C:15](=[CH:16][C:17]([CH3:22])=[C:18]([NH2:21])[CH:19]=3)[CH2:14][CH2:13][CH2:12]2)(=[O:10])=[O:9])=[CH:4][CH:3]=1.[Cl:23][C:24]1[CH:32]=[CH:31][CH:30]=[C:29]([F:33])[C:25]=1[C:26](Cl)=[O:27].CCN(C(C)C)C(C)C. The catalyst is C(Cl)Cl. The product is [Cl:23][C:24]1[CH:32]=[CH:31][CH:30]=[C:29]([F:33])[C:25]=1[C:26]([NH:21][C:18]1[CH:19]=[C:20]2[C:15]([CH2:14][CH2:13][CH2:12][N:11]2[S:8]([C:5]2[CH:6]=[CH:7][C:2]([F:1])=[CH:3][CH:4]=2)(=[O:9])=[O:10])=[CH:16][C:17]=1[CH3:22])=[O:27]. (2) The reactants are [CH2:1]([N:5]([CH2:13][C:14](=[O:17])[CH:15]=[CH2:16])[C:6](=[O:12])[O:7][C:8]([CH3:11])([CH3:10])[CH3:9])[CH2:2]C=C. The catalyst is C(Cl)Cl. The product is [O:17]=[C:14]1[CH2:13][N:5]([C:6]([O:7][C:8]([CH3:9])([CH3:10])[CH3:11])=[O:12])[CH2:1][CH2:2][CH:16]=[CH:15]1. The yield is 0.642. (3) The reactants are [Cl-].O[NH3+:3].[C:4](=[O:7])([O-])[OH:5].[Na+].CS(C)=O.[OH:13][C:14]([CH3:51])([CH3:50])[CH2:15][O:16][C@H:17]1[CH2:22][CH2:21][C@H:20]([N:23]2[C:28](=[O:29])[C:27]([CH2:30][C:31]3[S:35][C:34]([C:36]4[CH:43]=[CH:42][CH:41]=[CH:40][C:37]=4[C:38]#[N:39])=[CH:33][CH:32]=3)=[C:26]([CH2:44][CH2:45][CH3:46])[N:25]3[N:47]=[CH:48][N:49]=[C:24]23)[CH2:19][CH2:18]1. The catalyst is C(OCC)(=O)C. The product is [OH:13][C:14]([CH3:50])([CH3:51])[CH2:15][O:16][C@H:17]1[CH2:18][CH2:19][C@H:20]([N:23]2[C:28](=[O:29])[C:27]([CH2:30][C:31]3[S:35][C:34]([C:36]4[CH:43]=[CH:42][CH:41]=[CH:40][C:37]=4[C:38]4[NH:3][C:4](=[O:7])[O:5][N:39]=4)=[CH:33][CH:32]=3)=[C:26]([CH2:44][CH2:45][CH3:46])[N:25]3[N:47]=[CH:48][N:49]=[C:24]23)[CH2:21][CH2:22]1. The yield is 0.380. (4) The reactants are C[O-].[Na+].[C:4]([C@H:6]1[CH2:10][CH2:9][CH2:8][N:7]1[C:11]([O:13][CH2:14][C:15]1[CH:20]=[CH:19][CH:18]=[CH:17][CH:16]=1)=[O:12])#[N:5].[Cl-].[NH4+:22].[CH3:23][C:24]1([CH3:35])[CH2:29][CH:28]([C:30](OC)=[O:31])[C:27](=O)[CH2:26][CH2:25]1. The product is [OH:31][C:30]1[C:28]2[CH2:29][C:24]([CH3:35])([CH3:23])[CH2:25][CH2:26][C:27]=2[N:22]=[C:4]([C@H:6]2[CH2:10][CH2:9][CH2:8][N:7]2[C:11]([O:13][CH2:14][C:15]2[CH:20]=[CH:19][CH:18]=[CH:17][CH:16]=2)=[O:12])[N:5]=1. The catalyst is CO. The yield is 0.900.